This data is from Reaction yield outcomes from USPTO patents with 853,638 reactions. The task is: Predict the reaction yield, written as a fraction of the theoretical maximum amount of product (1.0 means a 100% yield; for example, 0.34 means a 34% yield). The reactants are [CH2:1]([N:3]1[CH2:8][CH2:7][N:6]([C:9]2[C:14]3=[CH:15][S:16][CH:17]=[C:13]3[CH:12]=[C:11]([C:18]3[CH:23]=[CH:22][C:21]([O:24]COC)=[CH:20][CH:19]=3)[N:10]=2)[CH2:5][CH2:4]1)[CH3:2].Cl.[OH-].[Na+]. The catalyst is C(O)C. The product is [CH2:1]([N:3]1[CH2:8][CH2:7][N:6]([C:9]2[C:14]3=[CH:15][S:16][CH:17]=[C:13]3[CH:12]=[C:11]([C:18]3[CH:23]=[CH:22][C:21]([OH:24])=[CH:20][CH:19]=3)[N:10]=2)[CH2:5][CH2:4]1)[CH3:2]. The yield is 0.110.